From a dataset of Forward reaction prediction with 1.9M reactions from USPTO patents (1976-2016). Predict the product of the given reaction. (1) Given the reactants [Si:1]([O:18][CH2:19][C:20]1[C:25]([N:26]2[CH2:31][C@H:30]([CH3:32])[O:29][C@H:28]([CH3:33])[CH2:27]2)=[C:24]([F:34])[C:23]([F:35])=[CH:22][CH:21]=1)([C:14]([CH3:17])([CH3:16])[CH3:15])([C:8]1[CH:13]=[CH:12][CH:11]=[CH:10][CH:9]=1)[C:2]1[CH:7]=[CH:6][CH:5]=[CH:4][CH:3]=1.CON(C)[C:39](=[O:47])[C:40]1[CH:45]=[CH:44][C:43]([CH3:46])=[N:42][CH:41]=1, predict the reaction product. The product is: [Si:1]([O:18][CH2:19][C:20]1[C:25]([N:26]2[CH2:31][C@H:30]([CH3:32])[O:29][C@H:28]([CH3:33])[CH2:27]2)=[C:24]([F:34])[C:23]([F:35])=[C:22]([C:39]([C:40]2[CH:41]=[N:42][C:43]([CH3:46])=[CH:44][CH:45]=2)=[O:47])[CH:21]=1)([C:14]([CH3:16])([CH3:17])[CH3:15])([C:2]1[CH:7]=[CH:6][CH:5]=[CH:4][CH:3]=1)[C:8]1[CH:13]=[CH:12][CH:11]=[CH:10][CH:9]=1. (2) Given the reactants [CH3:1][C:2]1([CH3:9])[CH2:5][CH:4](C(O)=O)[CH2:3]1.[F:10][C:11]1[CH:17]=[C:16]([CH3:18])[C:15]([B:19]2[O:23][C:22]([CH3:25])([CH3:24])[C:21]([CH3:27])([CH3:26])[O:20]2)=[CH:14][C:12]=1[NH2:13].C([N:30]([CH2:33]C)CC)C.C1(P(N=[N+]=[N-])(C2C=CC=CC=2)=[O:42])C=CC=CC=1, predict the reaction product. The product is: [CH3:9][C:2]1([CH3:1])[CH2:3][CH:4]([NH:30][C:33]([NH:13][C:12]2[CH:14]=[C:15]([B:19]3[O:23][C:22]([CH3:25])([CH3:24])[C:21]([CH3:27])([CH3:26])[O:20]3)[C:16]([CH3:18])=[CH:17][C:11]=2[F:10])=[O:42])[CH2:5]1. (3) Given the reactants Cl.[NH2:2][C@H:3]1[CH2:7][CH2:6][CH2:5][C@@H:4]1[NH:8][C:9](=[O:20])[C:10]1[C:15]([O:16][CH3:17])=[CH:14][CH:13]=[CH:12][C:11]=1[O:18][CH3:19].CCN(C(C)C)C(C)C.Cl[C:31]1[N:36]=[CH:35][C:34]([C:37]([F:40])([F:39])[F:38])=[CH:33][N:32]=1, predict the reaction product. The product is: [CH3:17][O:16][C:15]1[CH:14]=[CH:13][CH:12]=[C:11]([O:18][CH3:19])[C:10]=1[C:9]([NH:8][C@H:4]1[CH2:5][CH2:6][CH2:7][C@@H:3]1[NH:2][C:31]1[N:36]=[CH:35][C:34]([C:37]([F:40])([F:39])[F:38])=[CH:33][N:32]=1)=[O:20]. (4) The product is: [C:22]([O:26][C:27]([N:29]1[CH:13]([C:11](=[O:12])[NH:10][CH2:9][C:8]([C:5]2[CH:4]=[CH:3][C:2]([Br:1])=[CH:7][CH:6]=2)=[O:21])[CH:17]2[CH2:16][CH:30]1[CH2:31][CH2:32]2)=[O:28])([CH3:25])([CH3:24])[CH3:23]. Given the reactants [Br:1][C:2]1[CH:7]=[CH:6][C:5]([C:8](=[O:21])[CH2:9][NH:10][C:11]([CH:13]2[CH2:17][CH2:16]N(C(O)=O)C2)=[O:12])=[CH:4][CH:3]=1.[C:22]([O:26][C:27]([N:29]1C(C(O)=O)C2C[CH:30]1[CH2:31][CH2:32]2)=[O:28])([CH3:25])([CH3:24])[CH3:23], predict the reaction product. (5) The product is: [CH:22]1([NH:25][C:1](=[O:8])/[CH:2]=[CH:3]/[CH:4]=[CH:5]/[CH3:6])[CH2:24][CH2:23]1. Given the reactants [C:1]([OH:8])(=O)[CH:2]=[CH:3][CH:4]=[CH:5][CH3:6].ClC(OCC)=O.C(N(CC)CC)C.[CH:22]1([NH2:25])[CH2:24][CH2:23]1.[Cl-].[Na+], predict the reaction product. (6) Given the reactants [S:1]1[C:5]2[CH:6]=[CH:7][CH:8]=[CH:9][C:4]=2[N:3]=[C:2]1[NH2:10].[C:11](Cl)(Cl)=[O:12].Cl.[CH3:16][N:17]1[CH2:22][CH2:21][N:20]([C:23]2[CH:28]=[C:27]([C:29]3[CH:38]=[C:37]4[C:32]([CH2:33][CH2:34][NH:35][CH2:36]4)=[CH:31][CH:30]=3)[N:26]=[C:25]([NH2:39])[N:24]=2)[CH2:19][CH2:18]1, predict the reaction product. The product is: [NH2:39][C:25]1[N:26]=[C:27]([C:29]2[CH:38]=[C:37]3[C:32]([CH2:33][CH2:34][N:35]([C:11]([NH:10][C:2]4[S:1][C:5]5[CH:6]=[CH:7][CH:8]=[CH:9][C:4]=5[N:3]=4)=[O:12])[CH2:36]3)=[CH:31][CH:30]=2)[CH:28]=[C:23]([N:20]2[CH2:19][CH2:18][N:17]([CH3:16])[CH2:22][CH2:21]2)[N:24]=1. (7) Given the reactants Br[CH2:2][C:3]([C:5]1[CH:10]=[CH:9][CH:8]=[CH:7][C:6]=1[O:11][CH3:12])=O.[CH3:13][O:14][C:15]1[CH:16]=[C:17]([NH:27][C:28]([NH2:30])=[S:29])[CH:18]=[CH:19][C:20]=1[N:21]1[CH:25]=[C:24]([CH3:26])[N:23]=[CH:22]1, predict the reaction product. The product is: [CH3:13][O:14][C:15]1[CH:16]=[C:17]([NH:27][C:28]2[S:29][CH:2]=[C:3]([C:5]3[CH:10]=[CH:9][CH:8]=[CH:7][C:6]=3[O:11][CH3:12])[N:30]=2)[CH:18]=[CH:19][C:20]=1[N:21]1[CH:25]=[C:24]([CH3:26])[N:23]=[CH:22]1.